Dataset: Forward reaction prediction with 1.9M reactions from USPTO patents (1976-2016). Task: Predict the product of the given reaction. (1) Given the reactants [C:1]([C:4]1[O:5][CH:6]=[CH:7][CH:8]=1)(=O)[CH3:2].[Br-].[Br-].[Br-].C([N+](CCCC)(CCCC)CCCC)CCC.C([N+](CCCC)(CCCC)CCCC)CCC.C([N+](CCCC)(CCCC)CCCC)CCC.[NH2:63][C:64]([NH2:66])=[S:65], predict the reaction product. The product is: [NH2:66][C:64]1[S:65][CH:2]=[C:1]([C:4]2[O:5][CH:6]=[CH:7][CH:8]=2)[N:63]=1. (2) Given the reactants [CH:1]1([N:4]2[C:9](=[O:10])[CH:8]=[C:7]([NH:11][CH3:12])[N:6]([C:13]3[CH:18]=[CH:17][CH:16]=[C:15]([N+:19]([O-:21])=[O:20])[CH:14]=3)[C:5]2=[O:22])[CH2:3][CH2:2]1.C1(OC2C=CC=CC=2)C=CC=CC=1.[C:36]([O:44]CC)(=O)[CH2:37][C:38]([O:40]CC)=O, predict the reaction product. The product is: [CH:1]1([N:4]2[C:9](=[O:10])[C:8]3[C:38]([OH:40])=[CH:37][C:36](=[O:44])[N:11]([CH3:12])[C:7]=3[N:6]([C:13]3[CH:18]=[CH:17][CH:16]=[C:15]([N+:19]([O-:21])=[O:20])[CH:14]=3)[C:5]2=[O:22])[CH2:2][CH2:3]1. (3) Given the reactants [Cl:1][C:2]1[CH:10]=[C:9]2[C:5]([C:6]([C:11]3[N:12]=[C:13]4[C:19]([CH:20]=[O:21])=[CH:18][N:17]([CH2:22][O:23][CH2:24][CH2:25][Si:26]([CH3:29])([CH3:28])[CH3:27])[C:14]4=[N:15][CH:16]=3)=[N:7][NH:8]2)=[C:4]([F:30])[CH:3]=1.[H-].[Na+].Cl.[CH3:34][N:35]([CH2:37][CH2:38]Cl)[CH3:36].[I-].[K+], predict the reaction product. The product is: [Cl:1][C:2]1[CH:10]=[C:9]2[C:5]([C:6]([C:11]3[N:12]=[C:13]4[C:19]([CH:20]=[O:21])=[CH:18][N:17]([CH2:22][O:23][CH2:24][CH2:25][Si:26]([CH3:27])([CH3:29])[CH3:28])[C:14]4=[N:15][CH:16]=3)=[N:7][N:8]2[CH2:38][CH2:37][N:35]([CH3:36])[CH3:34])=[C:4]([F:30])[CH:3]=1. (4) Given the reactants [CH2:1]([O:8][C:9]1[CH:10]=[C:11]([Mg]Br)[CH:12]=[CH:13][CH:14]=1)[C:2]1[CH:7]=[CH:6][CH:5]=[CH:4][CH:3]=1.Br[CH:18]1[CH2:22][C:21]2([CH2:27][CH2:26][N:25]([C:28]([O:30][C:31]([CH3:34])([CH3:33])[CH3:32])=[O:29])[CH2:24][CH2:23]2)[O:20][CH2:19]1.CN(CCN(C)C)C.CO, predict the reaction product. The product is: [CH2:1]([O:8][C:9]1[CH:10]=[C:11]([CH:18]2[CH2:22][C:21]3([CH2:23][CH2:24][N:25]([C:28]([O:30][C:31]([CH3:34])([CH3:33])[CH3:32])=[O:29])[CH2:26][CH2:27]3)[O:20][CH2:19]2)[CH:12]=[CH:13][CH:14]=1)[C:2]1[CH:7]=[CH:6][CH:5]=[CH:4][CH:3]=1. (5) Given the reactants [OH:1][CH:2]1[CH2:5][N:4]([C:6]([N:8]2[CH2:13][CH:12]([C:14]3[CH:19]=[CH:18][C:17]([C:20]([F:23])([F:22])[F:21])=[CH:16][CH:15]=3)[CH2:11][CH:10]([C:24](O)=[O:25])[CH2:9]2)=[O:7])[CH2:3]1.O[NH:28][C:29](=[NH:37])[CH2:30][C:31]1[CH:36]=[CH:35][CH:34]=[CH:33][CH:32]=1, predict the reaction product. The product is: [CH2:30]([C:29]1[N:37]=[C:24]([CH:10]2[CH2:11][CH:12]([C:14]3[CH:19]=[CH:18][C:17]([C:20]([F:21])([F:23])[F:22])=[CH:16][CH:15]=3)[CH2:13][N:8]([C:6]([N:4]3[CH2:5][CH:2]([OH:1])[CH2:3]3)=[O:7])[CH2:9]2)[O:25][N:28]=1)[C:31]1[CH:36]=[CH:35][CH:34]=[CH:33][CH:32]=1.